From a dataset of Peptide-MHC class I binding affinity with 185,985 pairs from IEDB/IMGT. Regression. Given a peptide amino acid sequence and an MHC pseudo amino acid sequence, predict their binding affinity value. This is MHC class I binding data. (1) The peptide sequence is TRREVHIYY. The MHC is HLA-B08:02 with pseudo-sequence HLA-B08:02. The binding affinity (normalized) is 0.0847. (2) The peptide sequence is YVADALAAF. The MHC is Mamu-B01 with pseudo-sequence Mamu-B01. The binding affinity (normalized) is 0.0169. (3) The peptide sequence is DQDTMLFASA. The binding affinity (normalized) is 0.177. The MHC is HLA-A02:01 with pseudo-sequence HLA-A02:01. (4) The peptide sequence is MLFYMDLSY. The MHC is HLA-A32:01 with pseudo-sequence HLA-A32:01. The binding affinity (normalized) is 0.981.